Dataset: Forward reaction prediction with 1.9M reactions from USPTO patents (1976-2016). Task: Predict the product of the given reaction. (1) Given the reactants [C:1]([C:5]1[CH:6]=[C:7]([NH2:12])[C:8]([NH2:11])=[CH:9][CH:10]=1)([CH3:4])([CH3:3])[CH3:2].C([N:16]([CH:19]([CH3:21])[CH3:20])[CH2:17][CH3:18])(C)C.F[P-](F)(F)(F)(F)F.N1(OC(N(C)C)=[N+](C)C)[C:33]2N=C[CH:36]=[CH:37][C:32]=2N=N1.CN(C)C=[O:49], predict the reaction product. The product is: [C:1]([C:5]1[CH:10]=[CH:9][C:8]2[NH:11][C:36]([C:37]3[C:20]4[O:49][CH2:18][CH2:17][NH:16][C:19]=4[CH:21]=[CH:33][CH:32]=3)=[N:12][C:7]=2[CH:6]=1)([CH3:4])([CH3:2])[CH3:3]. (2) Given the reactants P(=O)([O-])[O-].[CH2:5]([O:7]P(=O)OCC)C.CC12CC3(C)OC(C)(CC(C)(O3)O1)[P:21]2[C:22]1[CH:27]=[CH:26][CH:25]=[CH:24][C:23]=1[C:28]1[C:33](C(C)C)=[CH:32][C:31](C(C)C)=[CH:30][C:29]=1C(C)C.Cl.[C:49](OCC)(=[O:51])C, predict the reaction product. The product is: [CH3:5][O:7][C:33]1[CH:32]=[CH:31][CH:30]=[C:29]([O:51][CH3:49])[C:28]=1[C:23]1[CH:24]=[CH:25][CH:26]=[CH:27][C:22]=1[PH2:21]. (3) The product is: [Cl:1][C:2]1[C:3]([CH:14]([S:23]([C:26]2[CH:27]=[CH:28][C:29]([Cl:32])=[CH:30][CH:31]=2)(=[O:24])=[O:25])[C:15]2[CH:20]=[C:19]([F:21])[CH:18]=[CH:17][C:16]=2[F:22])=[CH:4][C:5]([CH2:8][CH2:9][C:10]([OH:12])=[O:11])=[N:6][CH:7]=1. Given the reactants [Cl:1][C:2]1[C:3]([CH:14]([S:23]([C:26]2[CH:31]=[CH:30][C:29]([Cl:32])=[CH:28][CH:27]=2)(=[O:25])=[O:24])[C:15]2[CH:20]=[C:19]([F:21])[CH:18]=[CH:17][C:16]=2[F:22])=[CH:4][C:5]([CH2:8][CH2:9][C:10]([O:12]C)=[O:11])=[N:6][CH:7]=1.[OH-].[Na+].Cl.C(OCC)(=O)C, predict the reaction product. (4) Given the reactants Br[C:2]1[CH:3]=[C:4]2[C:8](=[CH:9][CH:10]=1)[NH:7][C:6](=[O:11])[C:5]2([F:13])[F:12].[B:14]1([B:14]2[O:18][C:17]([CH3:20])([CH3:19])[C:16]([CH3:22])([CH3:21])[O:15]2)[O:18][C:17]([CH3:20])([CH3:19])[C:16]([CH3:22])([CH3:21])[O:15]1.C(O[K])(C)=O, predict the reaction product. The product is: [F:12][C:5]1([F:13])[C:4]2[C:8](=[CH:9][CH:10]=[C:2]([B:14]3[O:18][C:17]([CH3:20])([CH3:19])[C:16]([CH3:22])([CH3:21])[O:15]3)[CH:3]=2)[NH:7][C:6]1=[O:11]. (5) Given the reactants [CH:1]1([CH2:4][O:5][C:6]2[CH:11]=[CH:10][CH:9]=[CH:8][C:7]=2[CH2:12]O)[CH2:3][CH2:2]1.P(Br)(Br)[Br:15].C(=O)(O)[O-].[Na+], predict the reaction product. The product is: [Br:15][CH2:12][C:7]1[CH:8]=[CH:9][CH:10]=[CH:11][C:6]=1[O:5][CH2:4][CH:1]1[CH2:3][CH2:2]1.